The task is: Predict the reactants needed to synthesize the given product.. This data is from Full USPTO retrosynthesis dataset with 1.9M reactions from patents (1976-2016). (1) Given the product [Cl:23][C:17]1[CH:16]=[C:15]([N:11]2[C:12](=[O:14])[CH2:13][C@@H:9]([OH:8])[C@@H:10]2[CH2:24][CH3:25])[CH:22]=[CH:21][C:18]=1[C:19]#[N:20], predict the reactants needed to synthesize it. The reactants are: [Si]([O:8][C@@H:9]1[CH2:13][C:12](=[O:14])[N:11]([C:15]2[CH:22]=[CH:21][C:18]([C:19]#[N:20])=[C:17]([Cl:23])[CH:16]=2)[C@H:10]1[CH2:24][CH3:25])(C(C)(C)C)(C)C.CO.Cl.C(=O)([O-])O.[Na+]. (2) Given the product [NH:29]1[CH2:28][CH:27]([NH:26][C:23]2[CH:24]=[C:25]3[C:20](=[CH:21][C:22]=2[O:41][CH3:42])[N:19]=[CH:18][N:17]=[C:16]3[NH:15][C:11]2[CH:12]=[CH:13][CH:14]=[C:9]([Br:8])[CH:10]=2)[CH2:30]1, predict the reactants needed to synthesize it. The reactants are: FC(F)(F)C([O-])=O.[Br:8][C:9]1[CH:10]=[C:11]([NH:15][C:16]2[C:25]3[C:20](=[CH:21][C:22]([O:41][CH3:42])=[C:23]([NH:26][CH:27]4[CH2:30][N:29](C(OCC5C=CC=CC=5)=O)[CH2:28]4)[CH:24]=3)[N:19]=[CH:18][N:17]=2)[CH:12]=[CH:13][CH:14]=1. (3) Given the product [Cl:14][C:15]1[N:20]=[C:19]([NH:7][CH:6]([C:8]2([CH3:12])[CH2:11][CH2:10][CH2:9]2)[CH2:5][C:4]([O:3][CH3:2])=[O:13])[C:18]([F:22])=[CH:17][N:16]=1, predict the reactants needed to synthesize it. The reactants are: [Cl-].[CH3:2][O:3][C:4](=[O:13])[CH2:5][CH:6]([C:8]1([CH3:12])[CH2:11][CH2:10][CH2:9]1)[NH3+:7].[Cl:14][C:15]1[N:20]=[C:19](Cl)[C:18]([F:22])=[CH:17][N:16]=1.C(N(CC)CC)C.O. (4) Given the product [F:15][C:7]1[CH:6]=[C:5]([CH:10]=[C:9]([S:11]([CH3:14])(=[O:13])=[O:12])[CH:8]=1)[O:4][CH2:3][CH2:2][NH:20][CH2:16][CH2:17][CH2:18][CH3:19], predict the reactants needed to synthesize it. The reactants are: Br[CH2:2][CH2:3][O:4][C:5]1[CH:10]=[C:9]([S:11]([CH3:14])(=[O:13])=[O:12])[CH:8]=[C:7]([F:15])[CH:6]=1.[CH2:16]([NH2:20])[CH2:17][CH2:18][CH3:19].Cl. (5) Given the product [F:22][C:19]1[CH:20]=[CH:21][C:16]([CH:2]2[C:3]([C:5]3[CH:6]=[CH:7][C:8]4[O:13][CH2:12][C:11](=[O:14])[NH:10][C:9]=4[CH:15]=3)=[CH:27][C:26]3[C:25](=[CH:50][CH:49]=[CH:48][CH:47]=3)[S:24]2)=[CH:17][CH:18]=1, predict the reactants needed to synthesize it. The reactants are: Br[CH:2]([C:16]1[CH:21]=[CH:20][C:19]([F:22])=[CH:18][CH:17]=1)[C:3]([C:5]1[CH:6]=[CH:7][C:8]2[O:13][CH2:12][C:11](=[O:14])[NH:10][C:9]=2[CH:15]=1)=O.[Br-].[SH:24][C:25]1[CH:50]=[CH:49][CH:48]=[CH:47][C:26]=1[CH2:27][P+](C1C=CC=CC=1)(C1C=CC=CC=1)C1C=CC=CC=1.CC(C)([O-])C.[K+].Cl. (6) Given the product [CH3:29][O:28][C:26](=[O:27])[C:25]1[CH:24]=[CH:33][C:32]([CH:1]([OH:7])[C:18]2[CH:17]=[CH:16][CH:21]=[CH:20][CH:19]=2)=[CH:31][CH:30]=1, predict the reactants needed to synthesize it. The reactants are: [C:1]1([O:7]B(O)O)C=CC=CC=1.C([Zn]CC)C.[CH3:16][CH2:17][CH2:18][CH2:19][CH2:20][CH3:21].C([C:24]1[CH:33]=[CH:32][CH:31]=[CH:30][C:25]=1[C:26]([O:28][CH3:29])=[O:27])=O.[NH4+].[Cl-]. (7) The reactants are: [CH:1]1([C:4]2[CH:25]=[C:24]([C:26](=[O:32])[NH:27][S:28]([CH3:31])(=[O:30])=[O:29])[C:23]([F:33])=[CH:22][C:5]=2[O:6][CH2:7][C:8]2([CH3:21])[CH2:13][CH2:12][N:11]([C:14]([O:16]C(C)(C)C)=O)[CH2:10][CH2:9]2)[CH2:3][CH2:2]1.[Cl:34][C:35]1[CH:43]=[CH:42][C:41]([Cl:44])=[CH:40][C:36]=1C(O)=O. Given the product [CH:1]1([C:4]2[C:5]([O:6][CH2:7][C:8]3([CH3:21])[CH2:13][CH2:12][N:11]([C:14](=[O:16])[C:42]4[CH:43]=[C:35]([Cl:34])[CH:36]=[CH:40][C:41]=4[Cl:44])[CH2:10][CH2:9]3)=[CH:22][C:23]([F:33])=[C:24]([CH:25]=2)[C:26]([NH:27][S:28]([CH3:31])(=[O:29])=[O:30])=[O:32])[CH2:3][CH2:2]1, predict the reactants needed to synthesize it.